Dataset: CYP3A4 inhibition data for predicting drug metabolism from PubChem BioAssay. Task: Regression/Classification. Given a drug SMILES string, predict its absorption, distribution, metabolism, or excretion properties. Task type varies by dataset: regression for continuous measurements (e.g., permeability, clearance, half-life) or binary classification for categorical outcomes (e.g., BBB penetration, CYP inhibition). Dataset: cyp3a4_veith. (1) The drug is O=C1NC(=S)N/C1=C/c1cccc([N+](=O)[O-])c1O. The result is 0 (non-inhibitor). (2) The compound is COc1cc(C2C(C(=O)c3ccc(C)o3)=C(O)C(=O)N2CCc2ccccc2)ccc1O. The result is 0 (non-inhibitor). (3) The molecule is CCCCn1c(SC(C)C(=O)c2ccc(OC)cc2)nc2cc(S(N)(=O)=O)ccc21. The result is 1 (inhibitor). (4) The compound is CC(=O)O[C@@H]1C(=O)[C@]2(C)[C@@H]([C@H](OC(=O)c3ccccc3)[C@@]3(O)C[C@H](OC(=O)[C@@H](O)[C@@H](NC(=O)c4ccccc4)c4ccccc4)C(C)=C1C3(C)C)[C@@]1(OC(C)=O)CO[C@@H]1C[C@H]2O. The result is 0 (non-inhibitor). (5) The compound is N[C@@H](Cc1[nH]nc2ccccc12)C(=O)O. The result is 0 (non-inhibitor). (6) The drug is CC1(O)c2ccccc2C(=O)N1CCc1ccccc1F. The result is 0 (non-inhibitor).